The task is: Predict the reaction yield, written as a fraction of the theoretical maximum amount of product (1.0 means a 100% yield; for example, 0.34 means a 34% yield).. This data is from Reaction yield outcomes from USPTO patents with 853,638 reactions. (1) The reactants are [NH:1]1[C:9]2[C:4](=[CH:5][CH:6]=[CH:7][CH:8]=2)[C:3](/[CH:10]=[CH:11]/[C:12]2[CH:17]=[CH:16][CH:15]=[CH:14][C:13]=2[NH2:18])=[N:2]1.[N:19]1[CH:24]=[CH:23][N:22]=[CH:21][C:20]=1[C:25](O)=[O:26].O.ON1C2C=CC=CC=2N=N1.CN1CCOCC1.C(Cl)CCl.C(=O)([O-])O.[Na+]. The catalyst is C1COCC1. The product is [NH:1]1[C:9]2[C:4](=[CH:5][CH:6]=[CH:7][CH:8]=2)[C:3](/[CH:10]=[CH:11]/[C:12]2[CH:17]=[CH:16][CH:15]=[CH:14][C:13]=2[NH:18][C:25]([C:20]2[CH:21]=[N:22][CH:23]=[CH:24][N:19]=2)=[O:26])=[N:2]1. The yield is 0.300. (2) The reactants are [Cl:1][C:2]1[CH:37]=[CH:36][C:35]([CH2:38][CH2:39][CH2:40][O:41][CH3:42])=[CH:34][C:3]=1[CH2:4][N:5]([CH:31]1[CH2:33][CH2:32]1)[C:6](=[O:30])[CH:7]([C:28]#[N:29])[CH2:8][C:9]1[CH:10]=[N:11][C:12]([O:15][CH2:16][CH2:17][O:18][C:19]2[C:24]([Cl:25])=[CH:23][C:22]([CH3:26])=[CH:21][C:20]=2[Cl:27])=[CH:13][CH:14]=1.[BH4-].[Na+].C(Cl)Cl. The catalyst is CO. The product is [NH2:29][CH2:28][C@@H:7]([CH2:8][C:9]1[CH:10]=[N:11][C:12]([O:15][CH2:16][CH2:17][O:18][C:19]2[C:20]([Cl:27])=[CH:21][C:22]([CH3:26])=[CH:23][C:24]=2[Cl:25])=[CH:13][CH:14]=1)[C:6]([N:5]([CH2:4][C:3]1[CH:34]=[C:35]([CH2:38][CH2:39][CH2:40][O:41][CH3:42])[CH:36]=[CH:37][C:2]=1[Cl:1])[CH:31]1[CH2:32][CH2:33]1)=[O:30]. The yield is 0.520. (3) The reactants are [Cl:1][C:2]1[CH:3]=[C:4]2[C:10]([C:11]3[N:16]=[C:15]([NH:17][C@H:18]4[CH2:22][CH2:21][N:20]([S:23]([CH3:26])(=[O:25])=[O:24])[CH2:19]4)[C:14]([F:27])=[CH:13][N:12]=3)=[CH:9][NH:8][C:5]2=[N:6][CH:7]=1.[CH2:28](S(Cl)(=O)=O)[CH2:29]C. No catalyst specified. The product is [Cl:1][C:2]1[CH:3]=[C:4]2[C:10]([C:11]3[N:16]=[C:15]([NH:17][C@H:18]4[CH2:22][CH2:21][N:20]([S:23]([CH2:26][CH2:28][CH3:29])(=[O:24])=[O:25])[CH2:19]4)[C:14]([F:27])=[CH:13][N:12]=3)=[CH:9][NH:8][C:5]2=[N:6][CH:7]=1. The yield is 0.360.